From a dataset of Catalyst prediction with 721,799 reactions and 888 catalyst types from USPTO. Predict which catalyst facilitates the given reaction. (1) Reactant: [C:1]([O:5][C:6]([N:8]1[C@H:13]([C:14]([OH:16])=[O:15])[CH2:12][C@@H:11]2[C@H:9]1[CH2:10]2)=[O:7])([CH3:4])([CH3:3])[CH3:2].C([O-])([O-])=O.[Cs+].[Cs+].[CH2:23](Br)[C:24]1[CH:29]=[CH:28][CH:27]=[CH:26][CH:25]=1. Product: [C:1]([O:5][C:6]([N:8]1[C@H:13]([C:14]([O:16][CH2:23][C:24]2[CH:29]=[CH:28][CH:27]=[CH:26][CH:25]=2)=[O:15])[CH2:12][C@@H:11]2[C@H:9]1[CH2:10]2)=[O:7])([CH3:4])([CH3:2])[CH3:3]. The catalyst class is: 6. (2) Reactant: [CH3:1][O:2][C:3](=[O:21])[C@@H:4]([NH:13][C:14]([O:16][C:17]([CH3:20])([CH3:19])[CH3:18])=[O:15])[CH2:5][C:6]1[CH:11]=[CH:10][C:9]([NH2:12])=[CH:8][CH:7]=1.Cl[C:23]1[C:32]2[C:27](=[CH:28][N:29]=[CH:30][CH:31]=2)[CH:26]=[CH:25][N:24]=1.CCN(C(C)C)C(C)C. Product: [CH3:1][O:2][C:3](=[O:21])[C@@H:4]([NH:13][C:14]([O:16][C:17]([CH3:18])([CH3:20])[CH3:19])=[O:15])[CH2:5][C:6]1[CH:11]=[CH:10][C:9]([NH:12][C:23]2[C:32]3[C:27](=[CH:28][N:29]=[CH:30][CH:31]=3)[CH:26]=[CH:25][N:24]=2)=[CH:8][CH:7]=1. The catalyst class is: 486. (3) Reactant: [OH-].[Na+].[CH3:3][O:4][C:5](=[O:41])[C@@H:6]([C:8]1[CH:9]=[C:10](C2C=CC(C(CC)(C3C=CC(CCC(O)C(C)(C)C)=C(C)C=3)CC)=CC=2C)[CH:11]=[CH:12][CH:13]=1)[OH:7].[ClH:42]. Product: [CH3:3][O:4][C:5](=[O:41])[C@@H:6]([C:8]1[CH:13]=[CH:12][CH:11]=[C:10]([Cl:42])[CH:9]=1)[OH:7]. The catalyst class is: 5. (4) Reactant: [C:1](=O)([O-])[O-].[K+].[K+].[Br:7][C:8]1[CH:16]=[CH:15][C:11]([C:12]([OH:14])=[O:13])=[C:10]([O:17][CH3:18])[N:9]=1.CI. Product: [CH3:1][O:13][C:12](=[O:14])[C:11]1[CH:15]=[CH:16][C:8]([Br:7])=[N:9][C:10]=1[O:17][CH3:18]. The catalyst class is: 255. (5) Reactant: [OH:1][C:2]1[CH:38]=[CH:37][C:5]2[CH2:6][CH2:7][CH2:8][CH:9]([N:11]([C:30]([O:32][C:33]([CH3:36])([CH3:35])[CH3:34])=[O:31])[CH2:12][C@H:13]([O:22][Si:23]([CH2:28][CH3:29])([CH2:26][CH3:27])[CH2:24][CH3:25])[CH2:14][O:15][C:16]3[CH:21]=[CH:20][CH:19]=[CH:18][CH:17]=3)[CH2:10][C:4]=2[CH:3]=1.[C:56]1(P([C:52]2[CH:57]=[CH:56][CH:55]=[CH:54]C=2)[C:56]2[CH:57]=[CH:52]C=[CH:54][CH:55]=2)[CH:57]=[CH:52]C=[CH:54][CH:55]=1.C1(O)CCCC1.N(C(OCC)=O)=NC(OCC)=O.C(=O)([O-])O.[Na+]. Product: [CH:54]1([O:1][C:2]2[CH:38]=[CH:37][C:5]3[CH2:6][CH2:7][CH2:8][CH:9]([N:11]([C:30]([O:32][C:33]([CH3:35])([CH3:34])[CH3:36])=[O:31])[CH2:12][C@H:13]([O:22][Si:23]([CH2:26][CH3:27])([CH2:24][CH3:25])[CH2:28][CH3:29])[CH2:14][O:15][C:16]4[CH:17]=[CH:18][CH:19]=[CH:20][CH:21]=4)[CH2:10][C:4]=3[CH:3]=2)[CH2:55][CH2:56][CH2:57][CH2:52]1. The catalyst class is: 7.